This data is from Reaction yield outcomes from USPTO patents with 853,638 reactions. The task is: Predict the reaction yield, written as a fraction of the theoretical maximum amount of product (1.0 means a 100% yield; for example, 0.34 means a 34% yield). (1) The reactants are [I:1][C:2]1[C:6]([C:7](O)=[O:8])=[CH:5][N:4]([CH:10]2[CH2:15][CH2:14][CH2:13][CH2:12][O:11]2)[N:3]=1.B.C1COCC1. The catalyst is CC(=O)OCC. The product is [I:1][C:2]1[C:6]([CH2:7][OH:8])=[CH:5][N:4]([CH:10]2[CH2:15][CH2:14][CH2:13][CH2:12][O:11]2)[N:3]=1. The yield is 0.830. (2) The reactants are [CH:1]1([CH2:7][C:8]2[N:9]=[N:10][N:11]([C@@H:13]3[C@H:17]4[O:18][CH2:19][C@H:20]([NH2:21])[C@H:16]4[O:15][CH2:14]3)[CH:12]=2)[CH2:6][CH2:5][CH2:4][CH2:3][CH2:2]1.[CH:22]1([C:25](O)=[O:26])[CH2:24][CH2:23]1.CCN=C=NCCCN(C)C.C1C=CC2N(O)N=NC=2C=1. The catalyst is CN(C=O)C.C(Cl)Cl. The product is [CH:1]1([CH2:7][C:8]2[N:9]=[N:10][N:11]([C@@H:13]3[C@H:17]4[O:18][CH2:19][C@H:20]([NH:21][C:25]([CH:22]5[CH2:24][CH2:23]5)=[O:26])[C@H:16]4[O:15][CH2:14]3)[CH:12]=2)[CH2:2][CH2:3][CH2:4][CH2:5][CH2:6]1. The yield is 0.530. (3) The reactants are [C:1]([O:5][C:6](=[O:22])[NH:7][C:8]1[CH:9]=[C:10]([C:14]2[CH:19]=[CH:18][C:17]([CH2:20][NH2:21])=[CH:16][CH:15]=2)[CH:11]=[CH:12][CH:13]=1)([CH3:4])([CH3:3])[CH3:2].CCN(CC)CC.[CH3:30][S:31](Cl)(=[O:33])=[O:32]. The catalyst is ClCCl. The product is [C:1]([O:5][C:6](=[O:22])[NH:7][C:8]1[CH:9]=[C:10]([C:14]2[CH:15]=[CH:16][C:17]([CH2:20][NH:21][S:31]([CH3:30])(=[O:33])=[O:32])=[CH:18][CH:19]=2)[CH:11]=[CH:12][CH:13]=1)([CH3:4])([CH3:2])[CH3:3]. The yield is 0.730. (4) The reactants are [C:1]([N:8]1[CH2:12][C@@H:11]([OH:13])[C@H:10]([NH:14][S:15]([C:18]2[CH:23]=[CH:22][C:21]([O:24][C:25]3[CH:30]=[CH:29][CH:28]=[CH:27][CH:26]=3)=[CH:20][CH:19]=2)(=[O:17])=[O:16])[CH2:9]1)([O:3]C(C)(C)C)=[O:2].C(OCC)(=O)C.C(N(CC)CC)C.[CH:44]1[CH:49]=[CH:48][C:47]([CH2:50]OC(Cl)=O)=[CH:46][CH:45]=1. The catalyst is FC(F)(F)C(O)=O.CCCCCC. The product is [C:1]([N:8]1[CH2:12][C@@H:11]([OH:13])[C@H:10]([NH:14][S:15]([C:18]2[CH:19]=[CH:20][C:21]([O:24][C:25]3[CH:26]=[CH:27][CH:28]=[CH:29][CH:30]=3)=[CH:22][CH:23]=2)(=[O:17])=[O:16])[CH2:9]1)([O:3][CH2:50][C:47]1[CH:48]=[CH:49][CH:44]=[CH:45][CH:46]=1)=[O:2]. The yield is 0.930. (5) The reactants are [Cl:1][C:2]1[CH:3]=[C:4]([C:8](=O)[C:9]([N:14]2C(=O)C3C(=CC=CC=3)C2=O)=[CH:10][N:11](C)C)[CH:5]=[CH:6][CH:7]=1.[NH2:26]N. The catalyst is C(O)C. The product is [Cl:1][C:2]1[CH:3]=[C:4]([C:8]2[C:9]([NH2:14])=[CH:10][NH:11][N:26]=2)[CH:5]=[CH:6][CH:7]=1. The yield is 0.800. (6) The reactants are Br[C:2]1[CH:7]=[CH:6][C:5]([Cl:8])=[C:4]([F:9])[CH:3]=1.[Mg].[CH3:11][C:12]([S@:15](/[N:17]=[CH:18]/[C:19]1[CH:20]=[N:21][N:22]([CH3:24])[CH:23]=1)=[O:16])([CH3:14])[CH3:13]. The catalyst is C1COCC1.BrCCBr. The product is [Cl:8][C:5]1[CH:6]=[CH:7][C:2]([C@@H:18]([C:19]2[CH:20]=[N:21][N:22]([CH3:24])[CH:23]=2)[NH:17][S@@:15]([C:12]([CH3:14])([CH3:13])[CH3:11])=[O:16])=[CH:3][C:4]=1[F:9]. The yield is 0.450. (7) The reactants are C1(C)C=CC(S(O)(=O)=O)=CC=1.[CH2:12]([O:19][CH2:20][CH2:21][NH2:22])[C:13]1[CH:18]=[CH:17][CH:16]=[CH:15][CH:14]=1.C(N(CC)CC)C.Cl[C:31]1[N:36]=[C:35]([O:37][CH3:38])[C:34]([N+:39]([O-:41])=[O:40])=[C:33]([O:42][CH3:43])[N:32]=1. The catalyst is CN(C)C=O. The product is [CH2:12]([O:19][CH2:20][CH2:21][NH:22][C:31]1[N:32]=[C:33]([O:42][CH3:43])[C:34]([N+:39]([O-:41])=[O:40])=[C:35]([O:37][CH3:38])[N:36]=1)[C:13]1[CH:18]=[CH:17][CH:16]=[CH:15][CH:14]=1. The yield is 0.850. (8) The reactants are [Br:1][C:2]1[CH:7]=[CH:6][C:5]([N:8]2[C:13](=[O:14])[CH:12]=[C:11]([O:15][CH:16]3[CH2:21][CH2:20][N:19](C(OC(C)(C)C)=O)[CH2:18][CH2:17]3)[C:10]([C:29]#[N:30])=[N:9]2)=[C:4]([F:31])[CH:3]=1.[ClH:32].O1CCOCC1.CCOCC. The catalyst is C(Cl)Cl. The product is [ClH:32].[Br:1][C:2]1[CH:7]=[CH:6][C:5]([N:8]2[C:13](=[O:14])[CH:12]=[C:11]([O:15][CH:16]3[CH2:17][CH2:18][NH:19][CH2:20][CH2:21]3)[C:10]([C:29]#[N:30])=[N:9]2)=[C:4]([F:31])[CH:3]=1. The yield is 0.850. (9) The reactants are [CH2:1]1[C:9]2[C:4](=[CH:5][CH:6]=[CH:7][CH:8]=2)[CH2:3][CH:2]1[NH:10][C:11]([C:13]1[CH:18]=[CH:17][CH:16]=[C:15]([C:19]2[C:27]3[C:22](=[CH:23][CH:24]=[C:25]([C:28]4[N:32]=[CH:31][N:30](C(C5C=CC=CC=5)(C5C=CC=CC=5)C5C=CC=CC=5)[N:29]=4)[CH:26]=3)[N:21](C3CCCCO3)[N:20]=2)[CH:14]=1)=[O:12].Cl.C(=O)(O)[O-].[Na+]. The catalyst is O1CCOCC1. The product is [NH:29]1[C:28]([C:25]2[CH:26]=[C:27]3[C:22](=[CH:23][CH:24]=2)[NH:21][N:20]=[C:19]3[C:15]2[CH:14]=[C:13]([C:11]([NH:10][CH:2]3[CH2:1][C:9]4[C:4](=[CH:5][CH:6]=[CH:7][CH:8]=4)[CH2:3]3)=[O:12])[CH:18]=[CH:17][CH:16]=2)=[N:32][CH:31]=[N:30]1. The yield is 0.220. (10) The product is [Cl:11][C:9]1[N:8]=[CH:7][C:6]2[CH2:2][C:3](=[O:12])[NH:4][C:5]=2[CH:10]=1. The catalyst is C(O)(=O)C.CO.[Zn]. The yield is 0.910. The reactants are Br[C:2]1(Br)[C:6]2[CH:7]=[N:8][C:9]([Cl:11])=[CH:10][C:5]=2[NH:4][C:3]1=[O:12].